From a dataset of Reaction yield outcomes from USPTO patents with 853,638 reactions. Predict the reaction yield, written as a fraction of the theoretical maximum amount of product (1.0 means a 100% yield; for example, 0.34 means a 34% yield). (1) The reactants are [Br:1][C:2]1[CH:3]=[N:4][CH:5]=[C:6]2[C:11]=1[N:10]=[C:9]([C:12]([OH:14])=O)[CH:8]=[CH:7]2.C(N(CC)C(C)C)(C)C.F[P-](F)(F)(F)(F)F.N1(OC(N(C)C)=[N+](C)C)C2N=CC=CC=2N=N1.[NH:48]1[CH2:52][CH2:51][CH:50]([OH:53])[CH2:49]1. The catalyst is CN(C)C=O. The product is [Br:1][C:2]1[CH:3]=[N:4][CH:5]=[C:6]2[C:11]=1[N:10]=[C:9]([C:12]([N:48]1[CH2:52][CH2:51][CH:50]([OH:53])[CH2:49]1)=[O:14])[CH:8]=[CH:7]2. The yield is 0.640. (2) The reactants are [N:1]1([C:7]([C:9]2[N:10]([CH2:21][C:22]([F:25])([F:24])[F:23])[C:11]3[C:16]([CH:17]=2)=[CH:15][C:14]([C:18]([OH:20])=O)=[CH:13][CH:12]=3)=[O:8])[CH2:6][CH2:5][O:4][CH2:3][CH2:2]1.C(N1C=CN=C1)(N1C=CN=C1)=O.[CH:38]([N:41]1[CH2:46][CH2:45][NH:44][CH2:43][CH2:42]1)([CH3:40])[CH3:39]. The catalyst is O1CCCC1. The product is [CH:38]([N:41]1[CH2:46][CH2:45][N:44]([C:18]([C:14]2[CH:15]=[C:16]3[C:11](=[CH:12][CH:13]=2)[N:10]([CH2:21][C:22]([F:23])([F:25])[F:24])[C:9]([C:7]([N:1]2[CH2:6][CH2:5][O:4][CH2:3][CH2:2]2)=[O:8])=[CH:17]3)=[O:20])[CH2:43][CH2:42]1)([CH3:40])[CH3:39]. The yield is 0.680. (3) The reactants are [CH3:1][S:2]([O:5][C:6]1[CH:11]=[CH:10][C:9]([C:12]2([C:22]3[CH:27]=[CH:26][CH:25]=[C:24](Br)[CH:23]=3)[C:16]3=[N:17][CH2:18][CH2:19][CH2:20][N:15]3[C:14]([NH2:21])=[N:13]2)=[CH:8][CH:7]=1)(=[O:4])=[O:3].C(=O)([O-])[O-:30].[K+].[K+].[CH3:35][O:36][C:37]1[CH:38]=[C:39](B(O)O)[CH:40]=[CH:41][CH:42]=1. The catalyst is O1CCCC1. The product is [C:6]([OH:5])(=[O:30])[CH3:11].[CH3:1][S:2]([O:5][C:6]1[CH:11]=[CH:10][C:9]([C:12]2([C:22]3[CH:23]=[C:24]([C:41]4[CH:40]=[CH:39][CH:38]=[C:37]([O:36][CH3:35])[CH:42]=4)[CH:25]=[CH:26][CH:27]=3)[C:16]3=[N:17][CH2:18][CH2:19][CH2:20][N:15]3[C:14]([NH2:21])=[N:13]2)=[CH:8][CH:7]=1)(=[O:4])=[O:3]. The yield is 0.230. (4) The reactants are [OH:1][C:2]1[CH:3]=[C:4]([CH2:8][CH2:9][CH2:10][NH:11][C:12]2[N:17]=[C:16]([CH3:18])[C:15]([C:19]([NH:21][C@@H:22]([CH2:26][NH:27][C:28]([C:30]3[S:31][CH:32]=[CH:33][CH:34]=3)=[O:29])[C:23]([OH:25])=[O:24])=[O:20])=[C:14]([CH3:35])[N:13]=2)[CH:5]=[CH:6][CH:7]=1.Cl[CH:37]([O:39][C:40](=[O:44])[CH:41]([CH3:43])[CH3:42])[CH3:38].[I-].[Na+].C(N(CC)CC)C. The catalyst is CN(C=O)C.CCOC(C)=O. The product is [C:40]([O:39][CH:37]([O:24][C:23](=[O:25])[C@@H:22]([NH:21][C:19]([C:15]1[C:16]([CH3:18])=[N:17][C:12]([NH:11][CH2:10][CH2:9][CH2:8][C:4]2[CH:5]=[CH:6][CH:7]=[C:2]([OH:1])[CH:3]=2)=[N:13][C:14]=1[CH3:35])=[O:20])[CH2:26][NH:27][C:28]([C:30]1[S:31][CH:32]=[CH:33][CH:34]=1)=[O:29])[CH3:38])(=[O:44])[CH:41]([CH3:43])[CH3:42]. The yield is 0.420. (5) The reactants are [Cl:1][C:2]1[S:6][C:5]([C:7]([OH:9])=O)=[CH:4][C:3]=1[C:10]1[N:14]([CH3:15])[N:13]=[CH:12][CH:11]=1.[NH2:16][C@@H:17]([CH2:30][C:31]1[CH:36]=[C:35]([F:37])[CH:34]=[CH:33][C:32]=1[F:38])[CH2:18][N:19]1[C:27](=[O:28])[C:26]2[C:21](=[CH:22][CH:23]=[CH:24][CH:25]=2)[C:20]1=[O:29].FC1C=CC=C(F)C=1C[C@@H](C(O)=O)N.C1CN([P+](Br)(N2CCCC2)N2CCCC2)CC1.F[P-](F)(F)(F)(F)F.CCN(C(C)C)C(C)C. The catalyst is C(Cl)(Cl)Cl. The product is [Cl:1][C:2]1[S:6][C:5]([C:7]([NH:16][C@H:17]([CH2:18][N:19]2[C:27](=[O:28])[C:26]3[C:21](=[CH:22][CH:23]=[CH:24][CH:25]=3)[C:20]2=[O:29])[CH2:30][C:31]2[CH:36]=[C:35]([F:37])[CH:34]=[CH:33][C:32]=2[F:38])=[O:9])=[CH:4][C:3]=1[C:10]1[N:14]([CH3:15])[N:13]=[CH:12][CH:11]=1. The yield is 0.710. (6) The reactants are [NH2:1][C:2]1[CH:21]=[CH:20][C:5]([O:6][C:7]2[CH:12]=[CH:11][N:10]=[C:9]3[NH:13][CH:14]=[C:15]([CH2:16][CH2:17][CH2:18][OH:19])[C:8]=23)=[C:4]([F:22])[CH:3]=1.Cl.Cl.[F:25][C:26]1[CH:27]=[C:28](NC(NC(=O)CC2C=CC(F)=CC=2)=S)C=[CH:30][C:31]=1OC1C2=C(C)C(OCCN3CCN(C)CC3)=CN2N=CN=1.CN([C:70]([O:74]N1N=NC2C=CC=NC1=2)=[N+](C)C)C.F[P-](F)(F)(F)(F)F.CCN([CH:97]([CH3:99])[CH3:98])C(C)C.[CH3:100][N:101]([CH:103]=[O:104])[CH3:102]. No catalyst specified. The product is [F:22][C:4]1[CH:3]=[C:2]([NH:1][C:70]([C:99]2[C:103](=[O:104])[N:101]([C:102]3[CH:30]=[CH:31][C:26]([F:25])=[CH:27][CH:28]=3)[CH:100]=[CH:98][CH:97]=2)=[O:74])[CH:21]=[CH:20][C:5]=1[O:6][C:7]1[CH:12]=[CH:11][N:10]=[C:9]2[NH:13][CH:14]=[C:15]([CH2:16][CH2:17][CH2:18][OH:19])[C:8]=12. The yield is 0.660.